From a dataset of Peptide-MHC class I binding affinity with 185,985 pairs from IEDB/IMGT. Regression. Given a peptide amino acid sequence and an MHC pseudo amino acid sequence, predict their binding affinity value. This is MHC class I binding data. (1) The peptide sequence is KAFSPEVIPMF. The MHC is HLA-B46:01 with pseudo-sequence HLA-B46:01. The binding affinity (normalized) is 0.513. (2) The peptide sequence is FPRIGTAVF. The MHC is HLA-B15:42 with pseudo-sequence HLA-B15:42. The binding affinity (normalized) is 0.213. (3) The peptide sequence is VTYNCCDDDY. The MHC is HLA-A01:01 with pseudo-sequence HLA-A01:01. The binding affinity (normalized) is 0.678. (4) The peptide sequence is RQFVSNNGK. The MHC is HLA-B07:02 with pseudo-sequence HLA-B07:02. The binding affinity (normalized) is 0.0847. (5) The peptide sequence is QPWTPVSSF. The MHC is HLA-B15:17 with pseudo-sequence HLA-B15:17. The binding affinity (normalized) is 0.273. (6) The MHC is HLA-A02:01 with pseudo-sequence HLA-A02:01. The binding affinity (normalized) is 0.0847. The peptide sequence is TMLVRQMTK. (7) The peptide sequence is LISGSTFSI. The MHC is HLA-A02:01 with pseudo-sequence HLA-A02:01. The binding affinity (normalized) is 0.426.